This data is from TCR-epitope binding with 47,182 pairs between 192 epitopes and 23,139 TCRs. The task is: Binary Classification. Given a T-cell receptor sequence (or CDR3 region) and an epitope sequence, predict whether binding occurs between them. (1) The epitope is FIAGLIAIV. The TCR CDR3 sequence is CAIATGGTDTQYF. Result: 1 (the TCR binds to the epitope). (2) The epitope is KLNVGDYFV. The TCR CDR3 sequence is CASSPWGGRFPGELFF. Result: 1 (the TCR binds to the epitope). (3) The epitope is GLNKIVRMY. The TCR CDR3 sequence is CASRRGWMNTEAFF. Result: 0 (the TCR does not bind to the epitope). (4) The epitope is RLYYDSMSY. The TCR CDR3 sequence is CASSFSGTVRGGYTF. Result: 0 (the TCR does not bind to the epitope). (5) The epitope is KRWIILGLNK. The TCR CDR3 sequence is CASSQGVAGAEQYF. Result: 1 (the TCR binds to the epitope).